From a dataset of Full USPTO retrosynthesis dataset with 1.9M reactions from patents (1976-2016). Predict the reactants needed to synthesize the given product. (1) The reactants are: [CH3:1][S-:2].[Na+].Cl[CH2:5][C:6]([CH3:11])([CH3:10])[C:7]([OH:9])=[O:8]. Given the product [CH3:10][C:6]([CH3:11])([CH2:5][S:2][CH3:1])[C:7]([OH:9])=[O:8], predict the reactants needed to synthesize it. (2) Given the product [Br:23][C:24]1[N:29]=[C:28]([NH:30][S:10]([CH2:9][C:4]2[CH:5]=[C:6]([Cl:8])[CH:7]=[C:2]([Cl:1])[CH:3]=2)(=[O:12])=[O:11])[C:27]([O:31][CH3:32])=[CH:26][C:25]=1[Cl:33], predict the reactants needed to synthesize it. The reactants are: [Cl:1][C:2]1[CH:3]=[C:4]([CH2:9][S:10](NC2C(OC)=CC(I)=CN=2)(=[O:12])=[O:11])[CH:5]=[C:6]([Cl:8])[CH:7]=1.[Br:23][C:24]1[N:29]=[C:28]([NH2:30])[C:27]([O:31][CH3:32])=[CH:26][C:25]=1[Cl:33].IC1C=C(OC)C(N)=NC=1. (3) The reactants are: C([O:3][C:4]([CH2:6][CH2:7][CH2:8][CH2:9][O:10][C:11]1[CH:12]=[C:13]([C:38]2[CH:43]=[CH:42][CH:41]=[CH:40][CH:39]=2)[CH:14]=[CH:15][C:16]=1[CH2:17][NH:18][C:19]1[N:20]([C:30]2[N:31]=[CH:32][N:33]=[C:34]([NH2:37])[C:35]=2[N:36]=1)[C@@H:21]1[O:29][C@H:26]([CH2:27][OH:28])[C@@H:24]([OH:25])[C@H:22]1[OH:23])=[O:5])C.[OH-].[Na+]. Given the product [C:4]([CH2:6][CH2:7][CH2:8][CH2:9][O:10][C:11]1[CH:12]=[C:13]([C:38]2[CH:43]=[CH:42][CH:41]=[CH:40][CH:39]=2)[CH:14]=[CH:15][C:16]=1[CH2:17][NH:18][C:19]1[N:20]([C:30]2[N:31]=[CH:32][N:33]=[C:34]([NH2:37])[C:35]=2[N:36]=1)[C@@H:21]1[O:29][C@H:26]([CH2:27][OH:28])[C@@H:24]([OH:25])[C@H:22]1[OH:23])([OH:5])=[O:3], predict the reactants needed to synthesize it. (4) Given the product [C:17]([O:21][C:22](=[O:32])[NH:23][C@@H:24]([CH3:31])[C:25]([C:9]1[CH:14]=[N:13][C:12]([O:15][CH3:16])=[CH:11][CH:10]=1)=[O:26])([CH3:20])([CH3:18])[CH3:19], predict the reactants needed to synthesize it. The reactants are: C([Mg]Cl)(C)C.[Cl-].[Li+].Br[C:9]1[CH:10]=[CH:11][C:12]([O:15][CH3:16])=[N:13][CH:14]=1.[C:17]([O:21][C:22](=[O:32])[NH:23][C@@H:24]([CH3:31])[C:25](NCOC)=[O:26])([CH3:20])([CH3:19])[CH3:18].[Li+].[Cl-].BrC1C=CC(OC)=NC=1.C([Mg]Br)(C)C.Cl. (5) The reactants are: [ClH:1].C([N:9]1[CH2:14][CH2:13][C:12]2([CH2:23][C:22](=[O:24])[C:21]3[C:16](=[CH:17][C:18]([F:25])=[CH:19][CH:20]=3)[O:15]2)[CH2:11][CH2:10]1)(OC(C)(C)C)=[O:3]. Given the product [OH2:3].[ClH:1].[F:25][C:18]1[CH:17]=[C:16]2[C:21]([C:22](=[O:24])[CH2:23][C:12]3([O:15]2)[CH2:13][CH2:14][NH:9][CH2:10][CH2:11]3)=[CH:20][CH:19]=1, predict the reactants needed to synthesize it. (6) Given the product [C:1]([O:5][C:6](=[O:35])[NH:7][C@@H:8]([CH2:25][C:26]1[C:34]2[C:29](=[CH:30][CH:31]=[CH:32][CH:33]=2)[NH:28][CH:27]=1)[CH2:9][O:10][C:11]1[CH:12]=[N:13][CH:14]=[C:15]([C:17]2[CH:18]=[CH:19][C:20]([CH2:23][NH:36][C:37]3[CH:42]=[CH:41][CH:40]=[CH:39][CH:38]=3)=[CH:21][CH:22]=2)[CH:16]=1)([CH3:2])([CH3:4])[CH3:3], predict the reactants needed to synthesize it. The reactants are: [C:1]([O:5][C:6](=[O:35])[NH:7][C@@H:8]([CH2:25][C:26]1[C:34]2[C:29](=[CH:30][CH:31]=[CH:32][CH:33]=2)[NH:28][CH:27]=1)[CH2:9][O:10][C:11]1[CH:12]=[N:13][CH:14]=[C:15]([C:17]2[CH:22]=[CH:21][C:20]([CH:23]=O)=[CH:19][CH:18]=2)[CH:16]=1)([CH3:4])([CH3:3])[CH3:2].[NH2:36][C:37]1[CH:42]=[CH:41][CH:40]=[CH:39][CH:38]=1.[BH3-]C#N.[Na+].CC(O)=O. (7) The reactants are: [CH2:1]([S:5][C:6]1[N:14]=[C:13]2[C:9]([N:10]=[CH:11][N:12]2[C@@H:15]2[O:27][C@H:26]([CH2:28][O:29]C(=O)C)[C@@H:21]([O:22]C(=O)C)[C@H:16]2[O:17]C(=O)C)=[C:8](Cl)[N:7]=1)[CH2:2][CH2:3]C.C(N(CC)CC)C.[CH2:41]([NH2:47])[CH2:42][CH2:43][CH2:44][CH2:45][CH3:46].[Na]. Given the product [CH2:1]([S:5][C:6]1[N:14]=[C:13]2[C:9]([N:10]=[CH:11][N:12]2[C@@H:15]2[O:27][C@H:26]([CH2:28][OH:29])[C@@H:21]([OH:22])[C@H:16]2[OH:17])=[C:8]([NH:47][CH2:41][CH2:42][CH2:43][CH2:44][CH2:45][CH3:46])[N:7]=1)[CH2:2][CH3:3], predict the reactants needed to synthesize it. (8) Given the product [C:24]([C:22]1[CH:23]=[C:11]([C:8]2[CH:9]=[CH:10][C:5]([O:4][CH2:3][CH2:2][N:41]3[CH2:46][CH2:45][O:44][CH2:43][CH2:42]3)=[C:6]([Cl:40])[CH:7]=2)[CH:12]=[C:13]2[C:21]=1[NH:20][C:19]1[CH:18]=[C:17]([N:27]3[CH2:32][CH2:31][N:30]([C:33]([O:35][C:36]([CH3:39])([CH3:38])[CH3:37])=[O:34])[CH2:29][CH2:28]3)[CH:16]=[CH:15][C:14]2=1)(=[O:26])[NH2:25], predict the reactants needed to synthesize it. The reactants are: Br[CH2:2][CH2:3][O:4][C:5]1[CH:10]=[CH:9][C:8]([C:11]2[CH:12]=[C:13]3[C:21](=[C:22]([C:24](=[O:26])[NH2:25])[CH:23]=2)[NH:20][C:19]2[CH:18]=[C:17]([N:27]4[CH2:32][CH2:31][N:30]([C:33]([O:35][C:36]([CH3:39])([CH3:38])[CH3:37])=[O:34])[CH2:29][CH2:28]4)[CH:16]=[CH:15][C:14]3=2)=[CH:7][C:6]=1[Cl:40].[NH:41]1[CH2:46][CH2:45][O:44][CH2:43][CH2:42]1.C([O-])([O-])=O.[K+].[K+].O. (9) The reactants are: C[Si](C)(C)N[Si](C)(C)C.C([Li])CCC.C(O[C:18](=[O:27])[CH2:19][CH2:20][C:21]1[CH:26]=[CH:25][CH:24]=[CH:23][N:22]=1)C.[CH:28]1([NH:33][C:34]2[C:39]([CH:40]=O)=[CH:38][N:37]=[C:36]([S:42][CH3:43])[N:35]=2)[CH2:32][CH2:31][CH2:30][CH2:29]1. Given the product [CH:28]1([N:33]2[C:34]3[N:35]=[C:36]([S:42][CH3:43])[N:37]=[CH:38][C:39]=3[CH:40]=[C:19]([CH2:20][C:21]3[CH:26]=[CH:25][CH:24]=[CH:23][N:22]=3)[C:18]2=[O:27])[CH2:29][CH2:30][CH2:31][CH2:32]1, predict the reactants needed to synthesize it. (10) Given the product [IH:22].[CH2:1]([O:3][CH2:4][CH2:5][N:6]1[C:10]2[CH:11]=[CH:12][CH:13]=[CH:14][C:9]=2[N:8]=[C:7]1[N:15]1[CH2:21][CH2:20][CH2:19][NH:18][CH2:17][CH2:16]1)[CH3:2], predict the reactants needed to synthesize it. The reactants are: [CH2:1]([O:3][CH2:4][CH2:5][N:6]1[C:10]2[CH:11]=[CH:12][CH:13]=[CH:14][C:9]=2[N:8]=[C:7]1[N:15]1[CH2:21][CH2:20][CH2:19][NH:18][CH2:17][CH2:16]1)[CH3:2].[IH:22].